This data is from Forward reaction prediction with 1.9M reactions from USPTO patents (1976-2016). The task is: Predict the product of the given reaction. Given the reactants [N:1]1[CH:6]=[CH:5][C:4]([CH2:7][CH2:8][CH2:9][N:10]2C(=O)C3=CC=CC=C3C2=O)=[CH:3][CH:2]=1.O.NN, predict the reaction product. The product is: [NH2:10][CH2:9][CH2:8][CH2:7][C:4]1[CH:5]=[CH:6][N:1]=[CH:2][CH:3]=1.